This data is from NCI-60 drug combinations with 297,098 pairs across 59 cell lines. The task is: Regression. Given two drug SMILES strings and cell line genomic features, predict the synergy score measuring deviation from expected non-interaction effect. (1) Drug 1: CNC(=O)C1=CC=CC=C1SC2=CC3=C(C=C2)C(=NN3)C=CC4=CC=CC=N4. Drug 2: C1=CC=C(C(=C1)C(C2=CC=C(C=C2)Cl)C(Cl)Cl)Cl. Cell line: ACHN. Synergy scores: CSS=6.18, Synergy_ZIP=-1.16, Synergy_Bliss=0.974, Synergy_Loewe=-1.37, Synergy_HSA=0.145. (2) Drug 1: COC1=NC(=NC2=C1N=CN2C3C(C(C(O3)CO)O)O)N. Drug 2: CC1C(C(CC(O1)OC2CC(CC3=C2C(=C4C(=C3O)C(=O)C5=C(C4=O)C(=CC=C5)OC)O)(C(=O)CO)O)N)O.Cl. Cell line: UO-31. Synergy scores: CSS=22.3, Synergy_ZIP=-3.10, Synergy_Bliss=-1.82, Synergy_Loewe=-9.58, Synergy_HSA=-0.962. (3) Drug 1: CS(=O)(=O)C1=CC(=C(C=C1)C(=O)NC2=CC(=C(C=C2)Cl)C3=CC=CC=N3)Cl. Drug 2: C1=CC(=CC=C1CC(C(=O)O)N)N(CCCl)CCCl.Cl. Cell line: SR. Synergy scores: CSS=64.7, Synergy_ZIP=5.67, Synergy_Bliss=4.79, Synergy_Loewe=-12.5, Synergy_HSA=7.58. (4) Drug 1: C1CCC(C(C1)N)N.C(=O)(C(=O)[O-])[O-].[Pt+4]. Drug 2: C1C(C(OC1N2C=NC3=C2NC=NCC3O)CO)O. Cell line: MOLT-4. Synergy scores: CSS=55.7, Synergy_ZIP=1.36, Synergy_Bliss=0.484, Synergy_Loewe=-14.7, Synergy_HSA=0.553. (5) Drug 1: CC1=C(C=C(C=C1)NC2=NC=CC(=N2)N(C)C3=CC4=NN(C(=C4C=C3)C)C)S(=O)(=O)N.Cl. Drug 2: C1CC(=O)NC(=O)C1N2C(=O)C3=CC=CC=C3C2=O. Cell line: UACC-257. Synergy scores: CSS=1.76, Synergy_ZIP=0.0452, Synergy_Bliss=2.21, Synergy_Loewe=1.39, Synergy_HSA=1.42. (6) Drug 1: C1=CC(=CC=C1C#N)C(C2=CC=C(C=C2)C#N)N3C=NC=N3. Drug 2: N.N.Cl[Pt+2]Cl. Cell line: SK-MEL-28. Synergy scores: CSS=22.7, Synergy_ZIP=1.14, Synergy_Bliss=-0.836, Synergy_Loewe=-4.42, Synergy_HSA=-3.21. (7) Drug 1: CC(CN1CC(=O)NC(=O)C1)N2CC(=O)NC(=O)C2. Drug 2: CC1=CC=C(C=C1)C2=CC(=NN2C3=CC=C(C=C3)S(=O)(=O)N)C(F)(F)F. Cell line: HT29. Synergy scores: CSS=35.0, Synergy_ZIP=-10.9, Synergy_Bliss=-0.965, Synergy_Loewe=-3.54, Synergy_HSA=-1.32.